From a dataset of Catalyst prediction with 721,799 reactions and 888 catalyst types from USPTO. Predict which catalyst facilitates the given reaction. (1) Product: [Br:23][C:24]1[CH:29]=[C:28]([F:30])[CH:27]=[CH:26][C:25]=1[S:31]([NH:1][C:2]1[C:11]([C:12]([O:14][CH3:15])=[O:13])=[C:10]2[C:5]([CH:6]3[CH2:16][CH:7]3[CH2:8][O:9]2)=[CH:4][CH:3]=1)(=[O:33])=[O:32]. Reactant: [NH2:1][C:2]1[C:11]([C:12]([O:14][CH3:15])=[O:13])=[C:10]2[C:5]([CH:6]3[CH2:16][CH:7]3[CH2:8][O:9]2)=[CH:4][CH:3]=1.N1C=CC=CC=1.[Br:23][C:24]1[CH:29]=[C:28]([F:30])[CH:27]=[CH:26][C:25]=1[S:31](Cl)(=[O:33])=[O:32]. The catalyst class is: 2. (2) Reactant: [CH2:1]([O:3][C:4](=[O:19])[NH:5][C@H:6]1[C:15](=O)[C:14]2[C:9](=[C:10]([F:18])[CH:11]=[C:12]([F:17])[CH:13]=2)[O:8][CH2:7]1)[CH3:2].CO. Product: [CH2:1]([O:3][C:4](=[O:19])[NH:5][C@@H:6]1[CH2:15][C:14]2[C:9](=[C:10]([F:18])[CH:11]=[C:12]([F:17])[CH:13]=2)[O:8][CH2:7]1)[CH3:2]. The catalyst class is: 6. (3) Reactant: [NH2:1][C:2]1[N:10]=[CH:9][CH:8]=[CH:7][C:3]=1[C:4]([OH:6])=[O:5].[Br:11]Br. Product: [NH2:1][C:2]1[N:10]=[CH:9][C:8]([Br:11])=[CH:7][C:3]=1[C:4]([OH:6])=[O:5]. The catalyst class is: 15.